Predict the product of the given reaction. From a dataset of Forward reaction prediction with 1.9M reactions from USPTO patents (1976-2016). (1) Given the reactants Cl.[CH:2]1[C:15]2[NH:14][C:13]3[C:8](=[CH:9][CH:10]=[CH:11][CH:12]=3)[S:7][C:6]=2[CH:5]=[CH:4][C:3]=1[C:16]1[N:17]=[C:18]([CH2:21][NH2:22])[S:19][CH:20]=1.[CH3:23][C:24]([CH:27]=O)([CH3:26])[CH3:25].C(=O)CC, predict the reaction product. The product is: [CH2:23]([NH:22][CH2:21][C:18]1[S:19][CH:20]=[C:16]([C:3]2[CH:4]=[CH:5][C:6]3[S:7][C:8]4[C:13](=[CH:12][CH:11]=[CH:10][CH:9]=4)[NH:14][C:15]=3[CH:2]=2)[N:17]=1)[C:24]([CH3:27])([CH3:26])[CH3:25]. (2) The product is: [NH2:13][CH2:12][C:8]1[C:9](=[O:11])[NH:10][C:5]([CH:1]2[CH2:2][CH2:3][CH2:4]2)=[CH:6][C:7]=1[CH3:21].[ClH:22]. Given the reactants [CH:1]1([C:5]2[NH:10][C:9](=[O:11])[C:8]([CH2:12][NH:13]C(=O)OC(C)(C)C)=[C:7]([CH3:21])[CH:6]=2)[CH2:4][CH2:3][CH2:2]1.[ClH:22], predict the reaction product. (3) Given the reactants [CH3:1][C:2]([CH3:10])([CH2:6][CH2:7][CH:8]=[CH2:9])[C:3](O)=[O:4].[H-].[Al+3].[Li+].[H-].[H-].[H-].O.[OH-].[Na+], predict the reaction product. The product is: [CH3:1][C:2]([CH3:10])([CH2:6][CH2:7][CH:8]=[CH2:9])[CH2:3][OH:4]. (4) Given the reactants [CH3:1][C:2]1[C:6]2[C:7]3[CH:16]=[CH:15][CH:14]=[CH:13][C:8]=3[NH:9][CH:10]([CH3:12])[CH2:11][C:5]=2[O:4][N:3]=1.Cl[C:18]1[CH:25]=[CH:24][C:21]([C:22]#[N:23])=[CH:20][CH:19]=1.CC(OC1C=CC=C(OC(C)C)C=1C1C(P(C2CCCCC2)C2CCCCC2)=CC=CC=1)C.CC(C)([O-])C.[Na+], predict the reaction product. The product is: [CH3:1][C:2]1[C:6]2[C:7]3[CH:16]=[CH:15][CH:14]=[CH:13][C:8]=3[N:9]([C:18]3[CH:25]=[CH:24][C:21]([C:22]#[N:23])=[CH:20][CH:19]=3)[CH:10]([CH3:12])[CH2:11][C:5]=2[O:4][N:3]=1. (5) Given the reactants [F:1][C:2]1[C:11]2[O:10][CH2:9][CH2:8][C:7](=O)[C:6]=2[C:5]([CH3:13])=[CH:4][CH:3]=1, predict the reaction product. The product is: [F:1][C:2]1[C:11]2[O:10][CH2:9][CH2:8][CH2:7][C:6]=2[C:5]([CH3:13])=[CH:4][CH:3]=1. (6) Given the reactants [CH3:1][C:2]([O:5][C:6]([N:8]1[CH2:14][CH2:13][C:12]2[CH:15]=[CH:16][C:17]([CH2:19][C:20]3[N:21]=[CH:22][C:23]([C:26](O)=[O:27])=[N:24][CH:25]=3)=[CH:18][C:11]=2[CH2:10][CH2:9]1)=[O:7])([CH3:4])[CH3:3].[C:29](=[N:32]O)([NH2:31])[CH3:30], predict the reaction product. The product is: [CH3:30][C:29]1[N:32]=[C:26]([C:23]2[N:24]=[CH:25][C:20]([CH2:19][C:17]3[CH:16]=[CH:15][C:12]4[CH2:13][CH2:14][N:8]([C:6]([O:5][C:2]([CH3:3])([CH3:4])[CH3:1])=[O:7])[CH2:9][CH2:10][C:11]=4[CH:18]=3)=[N:21][CH:22]=2)[O:27][N:31]=1. (7) The product is: [I:43][C:33]1[CH:32]=[N:31][N:11]2[C:12]([N:14]([CH2:15][O:16][CH2:17][CH2:18][Si:19]([CH3:20])([CH3:21])[CH3:22])[CH2:23][O:24][CH2:25][CH2:26][Si:27]([CH3:28])([CH3:30])[CH3:29])=[CH:13][C:8]([O:7][C:6]3[CH:5]=[CH:4][C:3]([S:2][CH3:1])=[CH:35][CH:34]=3)=[N:9][C:10]=12. Given the reactants [CH3:1][S:2][C:3]1[CH:35]=[CH:34][C:6]([O:7][C:8]2[CH:13]=[C:12]([N:14]([CH2:23][O:24][CH2:25][CH2:26][Si:27]([CH3:30])([CH3:29])[CH3:28])[CH2:15][O:16][CH2:17][CH2:18][Si:19]([CH3:22])([CH3:21])[CH3:20])[N:11]3[N:31]=[CH:32][CH:33]=[C:10]3[N:9]=2)=[CH:5][CH:4]=1.C1C(=O)N([I:43])C(=O)C1, predict the reaction product. (8) Given the reactants [F:1][C:2]([F:14])([F:13])[C:3]([C:5]1[CH:10]=[CH:9][C:8]([O:11][CH3:12])=[CH:7][CH:6]=1)=[O:4].[CH3:15][Mg]Br, predict the reaction product. The product is: [F:1][C:2]([F:13])([F:14])[C:3]([C:5]1[CH:10]=[CH:9][C:8]([O:11][CH3:12])=[CH:7][CH:6]=1)([OH:4])[CH3:15]. (9) The product is: [NH2:13][C:10]1[CH:11]=[CH:12][C:7]([N:2]([CH3:1])[S:3]([CH3:6])(=[O:5])=[O:4])=[CH:8][C:9]=1[N:16]1[CH2:17][CH2:18][CH2:19][CH2:20][CH2:21]1. Given the reactants [CH3:1][N:2]([C:7]1[CH:12]=[CH:11][C:10]([N+:13]([O-])=O)=[C:9]([N:16]2[CH2:21][CH2:20][CH2:19][CH2:18][CH2:17]2)[CH:8]=1)[S:3]([CH3:6])(=[O:5])=[O:4], predict the reaction product. (10) Given the reactants [CH3:1]C(C)([O-])C.[K+].CP(C1C=CC=CC=1)(C1C=CC=CC=1)C1C=CC=CC=1.[CH3:27][C:28]1[CH:33]=[C:32]([CH3:34])[N:31]=[C:30]([O:35][CH3:36])[C:29]=1[CH:37]=O, predict the reaction product. The product is: [CH3:36][O:35][C:30]1[C:29]([CH:37]=[CH2:1])=[C:28]([CH3:27])[CH:33]=[C:32]([CH3:34])[N:31]=1.